Dataset: Cav3 T-type calcium channel HTS with 100,875 compounds. Task: Binary Classification. Given a drug SMILES string, predict its activity (active/inactive) in a high-throughput screening assay against a specified biological target. (1) The result is 0 (inactive). The compound is Oc1c2c(n(CC)c(=O)c1C(=O)NCc1ncccc1)cccc2. (2) The compound is S(=O)(=O)(N1C(OCC1)CNC(=O)C(=O)NCCc1c2c([nH]c1)cccc2)c1cc(c(OC)cc1)C. The result is 1 (active). (3) The compound is S(=O)(=O)(N1CCN(C2CCCCC2)CC1)c1cc2n(c(=O)c(=O)n(c2cc1)C)C. The result is 0 (inactive). (4) The result is 0 (inactive). The compound is Brc1ccc(c2onc(C(=O)Nc3sc(N4CCCCCC4)nn3)c2)cc1. (5) The drug is S(=O)(=O)(N(C1CCCCC1)C)c1cc2c(oc(c2C)C(=O)NCC2Oc3c(OC2)cccc3)cc1. The result is 1 (active).